This data is from NCI-60 drug combinations with 297,098 pairs across 59 cell lines. The task is: Regression. Given two drug SMILES strings and cell line genomic features, predict the synergy score measuring deviation from expected non-interaction effect. (1) Drug 1: C1=CC(=CC=C1CC(C(=O)O)N)N(CCCl)CCCl.Cl. Drug 2: CC1C(C(=O)NC(C(=O)N2CCCC2C(=O)N(CC(=O)N(C(C(=O)O1)C(C)C)C)C)C(C)C)NC(=O)C3=C4C(=C(C=C3)C)OC5=C(C(=O)C(=C(C5=N4)C(=O)NC6C(OC(=O)C(N(C(=O)CN(C(=O)C7CCCN7C(=O)C(NC6=O)C(C)C)C)C)C(C)C)C)N)C. Cell line: RXF 393. Synergy scores: CSS=9.80, Synergy_ZIP=2.67, Synergy_Bliss=9.92, Synergy_Loewe=9.21, Synergy_HSA=8.87. (2) Drug 1: C1=CC(=CC=C1CCCC(=O)O)N(CCCl)CCCl. Drug 2: CNC(=O)C1=NC=CC(=C1)OC2=CC=C(C=C2)NC(=O)NC3=CC(=C(C=C3)Cl)C(F)(F)F. Cell line: KM12. Synergy scores: CSS=54.8, Synergy_ZIP=-4.98, Synergy_Bliss=-5.74, Synergy_Loewe=-25.4, Synergy_HSA=-2.59. (3) Drug 1: CC1=CC=C(C=C1)C2=CC(=NN2C3=CC=C(C=C3)S(=O)(=O)N)C(F)(F)F. Drug 2: CC(C)NC(=O)C1=CC=C(C=C1)CNNC.Cl. Cell line: HCT-15. Synergy scores: CSS=0.922, Synergy_ZIP=6.50, Synergy_Bliss=8.49, Synergy_Loewe=-2.17, Synergy_HSA=-1.41. (4) Drug 1: COC1=CC(=CC(=C1O)OC)C2C3C(COC3=O)C(C4=CC5=C(C=C24)OCO5)OC6C(C(C7C(O6)COC(O7)C8=CC=CS8)O)O. Cell line: OVCAR-5. Drug 2: C1=NNC2=C1C(=O)NC=N2. Synergy scores: CSS=9.24, Synergy_ZIP=-3.79, Synergy_Bliss=1.45, Synergy_Loewe=-23.1, Synergy_HSA=0.357. (5) Drug 1: CC1=C2C(C(=O)C3(C(CC4C(C3C(C(C2(C)C)(CC1OC(=O)C(C(C5=CC=CC=C5)NC(=O)OC(C)(C)C)O)O)OC(=O)C6=CC=CC=C6)(CO4)OC(=O)C)OC)C)OC. Drug 2: C(CCl)NC(=O)N(CCCl)N=O. Cell line: OVCAR-4. Synergy scores: CSS=43.0, Synergy_ZIP=12.5, Synergy_Bliss=13.4, Synergy_Loewe=-39.0, Synergy_HSA=11.6. (6) Drug 1: C1CNP(=O)(OC1)N(CCCl)CCCl. Drug 2: CC12CCC3C(C1CCC2OP(=O)(O)O)CCC4=C3C=CC(=C4)OC(=O)N(CCCl)CCCl.[Na+]. Cell line: SK-MEL-2. Synergy scores: CSS=10.7, Synergy_ZIP=2.96, Synergy_Bliss=6.37, Synergy_Loewe=-2.65, Synergy_HSA=-1.33. (7) Drug 1: CCCCC(=O)OCC(=O)C1(CC(C2=C(C1)C(=C3C(=C2O)C(=O)C4=C(C3=O)C=CC=C4OC)O)OC5CC(C(C(O5)C)O)NC(=O)C(F)(F)F)O. Drug 2: CN(CC1=CN=C2C(=N1)C(=NC(=N2)N)N)C3=CC=C(C=C3)C(=O)NC(CCC(=O)O)C(=O)O. Cell line: UACC62. Synergy scores: CSS=51.9, Synergy_ZIP=-4.07, Synergy_Bliss=-6.99, Synergy_Loewe=-11.2, Synergy_HSA=-5.99. (8) Drug 1: C1=CC(=C2C(=C1NCCNCCO)C(=O)C3=C(C=CC(=C3C2=O)O)O)NCCNCCO. Drug 2: CC(C)(C#N)C1=CC(=CC(=C1)CN2C=NC=N2)C(C)(C)C#N. Cell line: HOP-92. Synergy scores: CSS=26.9, Synergy_ZIP=-2.72, Synergy_Bliss=-5.35, Synergy_Loewe=-18.6, Synergy_HSA=-4.28.